From a dataset of CYP2C9 inhibition data for predicting drug metabolism from PubChem BioAssay. Regression/Classification. Given a drug SMILES string, predict its absorption, distribution, metabolism, or excretion properties. Task type varies by dataset: regression for continuous measurements (e.g., permeability, clearance, half-life) or binary classification for categorical outcomes (e.g., BBB penetration, CYP inhibition). Dataset: cyp2c9_veith. The drug is Cc1ccccc1-c1cc(NCc2ccccc2)ncn1. The result is 0 (non-inhibitor).